This data is from Human Reference Interactome with 51,813 positive PPI pairs across 8,248 proteins, plus equal number of experimentally-validated negative pairs. The task is: Binary Classification. Given two protein amino acid sequences, predict whether they physically interact or not. (1) Protein 1 (ENSG00000089220) has sequence MPVDLSKWSGPLSLQEVDEQPQHPLHVTYAGAAVDELGKVLTPTQVKNRPTSISWDGLDSGKLYTLVLTDPDAPSRKDPKYREWHHFLVVNMKGNDISSGTVLSDYVGSGPPKGTGLHRYVWLVYEQDRPLKCDEPILSNRSGDHRGKFKVASFRKKYELRAPVAGTCYQAEWDDYVPKLYEQLSGK*. Protein 2 (ENSG00000146476) has sequence MAVVPASLSGQDVGSFAYLTIKDRIPQILTKVIDTLHRHKSEFFEKHGEEGVEAEKKAISLLSKLRNELQTDKPFIPLVEKFVDTDIWNQYLEYQQSLLNESDGKSRWFYSPWLLVECYMYRRIHEAIIQSPPIDYFDVFKESKEQNFYGSQESIIALCTHLQQLIRTIEDLDENQLKDEFFKLLQISLWGNKCDLSLSGGESSSQNTNVLNSLEDLKPFILLNDMEHLWSLLSNCKKTREKASATRVYIVLDNSGFELVTDLILADFLLSSELATEVHFYGKTIPWFVSDTTIHDFNWL.... Result: 0 (the proteins do not interact). (2) Protein 1 (ENSG00000177575) has sequence MSKLRMVLLEDSGSADFRRHFVNLSPFTITVVLLLSACFVTSSLGGTDKELRLVDGENKCSGRVEVKVQEEWGTVCNNGWSMEAVSVICNQLGCPTAIKAPGWANSSAGSGRIWMDHVSCRGNESALWDCKHDGWGKHSNCTHQQDAGVTCSDGSNLEMRLTRGGNMCSGRIEIKFQGRWGTVCDDNFNIDHASVICRQLECGSAVSFSGSSNFGEGSGPIWFDDLICNGNESALWNCKHQGWGKHNCDHAEDAGVICSKGADLSLRLVDGVTECSGRLEVRFQGEWGTICDDGWDSYDA.... Protein 2 (ENSG00000136271) has sequence MEDSEALGFEHMGLDPRLLQAVTDLGWSRPTLIQEKAIPLALEGKDLLARARTGSGKTAAYAIPMLQLLLHRKATGPVVEQAVRGLVLVPTKELARQAQSMIQQLATYCARDVRVANVSAAEDSVSQRAVLMEKPDVVVGTPSRILSHLQQDSLKLRDSLELLVVDEADLLFSFGFEEELKSLLCHLPRIYQAFLMSATFNEDVQALKELILHNPVTLKLQESQLPGPDQLQQFQVVCETEEDKFLLLYALLKLSLIRGKSLLFVNTLERSYRLRLFLEQFSIPTCVLNGELPLRSRCHI.... Result: 0 (the proteins do not interact). (3) Protein 1 (ENSG00000198455) has sequence MEIPKLLPARGTLQGGGGGGIPAGGGRVHRGPDSPAGQVPTRRLLLLRGPQDGGPGRRREEASTASRGPGPSLLAPRTDQPSGGGGGGGDDFFLVLLDPVGGDVETAGSGQAAGPVLREEAEEGPGLQGGESGANPAGPTALGPRCLSAVPTPAPISAPGPAAAFAGTVTIHNQDLLLRFENGVLTLATPPPHAWEPGAAPAQQPGCLIAPQAGFPHAAHPGDCPELPPDLLLAEPAEPAPAPAPEEEAEGPAAALGPRGPLGSGPGVVLYLCPEAQCGQTFAKKHQLKVHLLTHSSSQG.... Protein 2 (ENSG00000144229) has sequence MFPKSNLTVTCWVWRSMRKLFLLLSLLLSHAAHLEGKKDNQFIWKPGPWGRCTGDCGPGGVQSRAVWCFHVDGWTSHLSNCGESNRPPKERSCFRVCDWHSDLFQWEVSDWHHCVLVPYARGEVKPRTAECVTAQHGLQHRMVRCIQKLNRTVVANEICEHFALQPPTEQACLIPCPRDCVVSEFLPWSNCSKGCGKKLQHRTRAVIAPPLFGGLQCPNLTESRACDAPISCPLGEEEYTFSLKVGPWSKCRLPHLKEINPSGRTVLDFNSDSNERVTFKHQSYKAHHHSKSWAIEIGYQ.... Result: 0 (the proteins do not interact).